This data is from Full USPTO retrosynthesis dataset with 1.9M reactions from patents (1976-2016). The task is: Predict the reactants needed to synthesize the given product. (1) Given the product [C:14]([O:13][C:11]([N:5]1[CH2:6][CH2:7][C@@H:2]([CH3:1])[CH2:3][C@@H:4]1[C:8]([O:10][CH2:28][CH:27]=[CH2:26])=[O:9])=[O:12])([CH3:17])([CH3:16])[CH3:15], predict the reactants needed to synthesize it. The reactants are: [CH3:1][C@@H:2]1[CH2:7][CH2:6][NH:5][C@@H:4]([C:8]([OH:10])=[O:9])[CH2:3]1.[C:11](O[C:11]([O:13][C:14]([CH3:17])([CH3:16])[CH3:15])=[O:12])([O:13][C:14]([CH3:17])([CH3:16])[CH3:15])=[O:12].[CH2:26](O)[CH:27]=[CH2:28].C1(N=C=NC2CCCCC2)CCCCC1. (2) The reactants are: [C@@H:1]12[CH2:6][C@@H:5]1[CH2:4][NH:3][C@@H:2]2[CH2:7][NH:8][C:9]([C:11]1[CH:12]=[CH:13][CH:14]=[C:15]2[O:19][CH:18]=[CH:17][C:16]=12)=[O:10].[CH3:20][O:21][C:22]1[CH:23]=[C:24]([C:28]2[C:29]([C:34](O)=[O:35])=[CH:30][CH:31]=[CH:32][CH:33]=2)[CH:25]=[CH:26][CH:27]=1. Given the product [CH3:20][O:21][C:22]1[CH:23]=[C:24]([C:28]2[C:29]([C:34]([N:3]3[CH2:4][C@@H:5]4[C@@H:1]([CH2:6]4)[C@H:2]3[CH2:7][NH:8][C:9]([C:11]3[CH:12]=[CH:13][CH:14]=[C:15]4[O:19][CH:18]=[CH:17][C:16]=34)=[O:10])=[O:35])=[CH:30][CH:31]=[CH:32][CH:33]=2)[CH:25]=[CH:26][CH:27]=1, predict the reactants needed to synthesize it.